This data is from Forward reaction prediction with 1.9M reactions from USPTO patents (1976-2016). The task is: Predict the product of the given reaction. (1) Given the reactants [CH2:1]([O:8][C:9]1[CH:14]=[C:13](I)[CH:12]=[CH:11][C:10]=1[N:16]1[S:20](=[O:22])(=[O:21])[N:19]([CH2:23][CH2:24][Si:25]([CH3:28])([CH3:27])[CH3:26])[C:18](=[O:29])[CH2:17]1)[C:2]1[CH:7]=[CH:6][CH:5]=[CH:4][CH:3]=1.[CH3:30][C:31]1([CH3:39])[C:35](=[O:36])[O:34][C:33]([CH:37]=[CH2:38])=[N:32]1, predict the reaction product. The product is: [CH2:1]([O:8][C:9]1[CH:14]=[C:13](/[CH:38]=[CH:37]/[C:33]2[O:34][C:35](=[O:36])[C:31]([CH3:39])([CH3:30])[N:32]=2)[CH:12]=[CH:11][C:10]=1[N:16]1[S:20](=[O:22])(=[O:21])[N:19]([CH2:23][CH2:24][Si:25]([CH3:28])([CH3:27])[CH3:26])[C:18](=[O:29])[CH2:17]1)[C:2]1[CH:7]=[CH:6][CH:5]=[CH:4][CH:3]=1. (2) Given the reactants [F:1][C:2]1[CH:33]=[CH:32][C:5]([CH2:6][N:7]2[CH2:12][CH2:11][N:10]3[C:13]4[C:27]([CH3:28])=[CH:26][N:25]([CH3:29])[C:24](=[O:30])[C:14]=4[C:15]([O:16]CC4C=CC=CC=4)=[C:9]3[C:8]2=[O:31])=[CH:4][CH:3]=1, predict the reaction product. The product is: [F:1][C:2]1[CH:3]=[CH:4][C:5]([CH2:6][N:7]2[CH2:12][CH2:11][N:10]3[C:13]4[C:27]([CH3:28])=[CH:26][N:25]([CH3:29])[C:24](=[O:30])[C:14]=4[C:15]([OH:16])=[C:9]3[C:8]2=[O:31])=[CH:32][CH:33]=1. (3) The product is: [F:22][C:2]([F:1])([F:21])[CH2:3][S:4]([C:5]1[CH:10]=[C:9]([C:11]2[C:12]([C:16]([F:17])([F:18])[F:19])=[N:13][NH:14][CH:15]=2)[CH:8]=[CH:7][C:6]=1[CH3:20])=[O:31]. Given the reactants [F:1][C:2]([F:22])([F:21])[CH2:3][S:4][C:5]1[CH:10]=[C:9]([C:11]2[C:12]([C:16]([F:19])([F:18])[F:17])=[N:13][NH:14][CH:15]=2)[CH:8]=[CH:7][C:6]=1[CH3:20].ClC1C=CC=C(C(OO)=[O:31])C=1.S([O-])([O-])=O.[Na+].[Na+], predict the reaction product. (4) Given the reactants Br[C:2]1[CH:3]=[C:4]([CH:34]=[CH:35][CH:36]=1)[CH2:5][N:6]([C@@H:24]1[C:33]2[C:28](=[CH:29][CH:30]=[CH:31][CH:32]=2)[CH2:27][CH2:26][CH2:25]1)[C:7]([C:9]1[CH:14]=[C:13]([C:15]([OH:17])=[O:16])[C:12]([C:18]([OH:20])=[O:19])=[CH:11][C:10]=1[C:21]([OH:23])=[O:22])=[O:8].[CH3:37][O:38][C:39]1[CH:40]=[C:41](B(O)O)[CH:42]=[CH:43][CH:44]=1, predict the reaction product. The product is: [CH3:37][O:38][C:39]1[CH:44]=[C:43]([C:2]2[CH:36]=[CH:35][CH:34]=[C:4]([CH2:5][N:6]([C@@H:24]3[C:33]4[C:28](=[CH:29][CH:30]=[CH:31][CH:32]=4)[CH2:27][CH2:26][CH2:25]3)[C:7]([C:9]3[CH:14]=[C:13]([C:15]([OH:17])=[O:16])[C:12]([C:18]([OH:20])=[O:19])=[CH:11][C:10]=3[C:21]([OH:23])=[O:22])=[O:8])[CH:3]=2)[CH:42]=[CH:41][CH:40]=1.